Dataset: Full USPTO retrosynthesis dataset with 1.9M reactions from patents (1976-2016). Task: Predict the reactants needed to synthesize the given product. (1) Given the product [CH2:24]([O:26]/[N:27]=[C:21](/[C:18]1[CH:19]=[CH:20][C:15]2[N:16]([C:12]([CH2:11][C:7]3[CH:6]=[C:5]4[C:10](=[CH:9][CH:8]=3)[N:1]=[CH:2][CH:3]=[CH:4]4)=[N:13][N:14]=2)[N:17]=1)\[CH3:22])[CH3:25], predict the reactants needed to synthesize it. The reactants are: [N:1]1[C:10]2[C:5](=[CH:6][C:7]([CH2:11][C:12]3[N:16]4[N:17]=[C:18]([C:21](=O)[CH3:22])[CH:19]=[CH:20][C:15]4=[N:14][N:13]=3)=[CH:8][CH:9]=2)[CH:4]=[CH:3][CH:2]=1.[CH2:24]([O:26][NH2:27])[CH3:25]. (2) Given the product [C:19]([NH:11][C:2]1[CH:3]=[CH:4][C:5]2[C:10](=[CH:9][CH:8]=[CH:7][CH:6]=2)[CH:1]=1)(=[O:21])[CH3:20], predict the reactants needed to synthesize it. The reactants are: [CH:1]1[C:10]2[C:5](=[CH:6][CH:7]=[CH:8][CH:9]=2)[CH:4]=[CH:3][C:2]=1[NH2:11].C(N(CC)CC)C.[C:19](Cl)(=[O:21])[CH3:20].